The task is: Predict the reactants needed to synthesize the given product.. This data is from Full USPTO retrosynthesis dataset with 1.9M reactions from patents (1976-2016). (1) Given the product [Cl:1][C:2]1[CH:7]=[CH:6][CH:5]=[CH:4][C:3]=1[CH:8]([C:20]1[CH:32]=[CH:31][C:23]([C:24]([NH:26][CH:27]2[CH2:30][O:29][CH2:28]2)=[O:25])=[C:22]([F:33])[CH:21]=1)[CH2:9]/[C:10](=[N:35]\[OH:36])/[C:12]1[CH:17]=[CH:16][C:15](=[O:18])[N:14]([CH3:19])[CH:13]=1, predict the reactants needed to synthesize it. The reactants are: [Cl:1][C:2]1[CH:7]=[CH:6][CH:5]=[CH:4][C:3]=1[CH:8]([C:20]1[CH:32]=[CH:31][C:23]([C:24]([NH:26][CH:27]2[CH2:30][O:29][CH2:28]2)=[O:25])=[C:22]([F:33])[CH:21]=1)[CH2:9][C:10]([C:12]1[CH:17]=[CH:16][C:15](=[O:18])[N:14]([CH3:19])[CH:13]=1)=O.Cl.[NH2:35][OH:36].C([O-])(O)=O.[Na+]. (2) Given the product [C:1]([CH2:6][C:7]1[CH:12]=[CH:11][C:10]([CH2:13][CH2:14][C:15]2[N:16]=[C:17]([NH:20][C:21](=[O:23])[CH3:22])[S:18][CH:19]=2)=[CH:9][CH:8]=1)#[N:2], predict the reactants needed to synthesize it. The reactants are: [C-:1]#[N:2].[Na+].O.Cl[CH2:6][C:7]1[CH:12]=[CH:11][C:10]([CH2:13][CH2:14][C:15]2[N:16]=[C:17]([NH:20][C:21](=[O:23])[CH3:22])[S:18][CH:19]=2)=[CH:9][CH:8]=1. (3) Given the product [NH2:34][C:30]1([C:27]2[CH:26]=[CH:25][C:24]([C:16]3[O:15][C:5]4[N:6]=[C:7]([N:9]([CH3:10])[CH3:14])[N:8]=[C:3]([O:2][CH3:1])[C:4]=4[C:17]=3[C:18]3[CH:19]=[CH:20][CH:21]=[CH:22][CH:23]=3)=[CH:29][CH:28]=2)[CH2:31][CH2:32][CH2:33]1, predict the reactants needed to synthesize it. The reactants are: [CH3:1][O:2][C:3]1[C:4]2[C:17]([C:18]3[CH:23]=[CH:22][CH:21]=[CH:20][CH:19]=3)=[C:16]([C:24]3[CH:29]=[CH:28][C:27]([C:30]4([NH:34]C(=O)OC(C)(C)C)[CH2:33][CH2:32][CH2:31]4)=[CH:26][CH:25]=3)[O:15][C:5]=2[N:6]=[C:7]([N:9]2[CH2:14]COC[CH2:10]2)[N:8]=1.C(O)(C(F)(F)F)=O. (4) Given the product [CH3:11][C:6]1[CH:7]=[CH:8][CH:9]=[CH:10][C:5]=1[C:4]([CH:14]1[CH2:16][CH2:15]1)=[O:12], predict the reactants needed to synthesize it. The reactants are: CON(C)[C:4](=[O:12])[C:5]1[CH:10]=[CH:9][CH:8]=[CH:7][C:6]=1[CH3:11].[CH:14]1([Mg]Br)[CH2:16][CH2:15]1.O1CCCC1.C(OCC)(=O)C.Cl. (5) Given the product [F:37][CH:38]([F:40])[N:22]([C:16]1[CH:17]=[CH:18][CH:19]=[C:20]2[C:15]=1[NH:14][C:13]([C:11]1[S:12][CH:8]([CH2:7][N:4]3[CH2:3][CH2:2][O:1][CH2:6][CH2:5]3)[CH2:9][N:10]=1)=[CH:21]2)[S:23]([C:26]1[S:27][CH:28]=[CH:29][CH:30]=1)(=[O:24])=[O:25], predict the reactants needed to synthesize it. The reactants are: [O:1]1[CH2:6][CH2:5][N:4]([CH2:7][CH:8]2[S:12][C:11]([C:13]3[NH:14][C:15]4[C:20]([CH:21]=3)=[CH:19][CH:18]=[CH:17][C:16]=4[NH:22][S:23]([C:26]3[S:27][CH:28]=[CH:29][CH:30]=3)(=[O:25])=[O:24])=[N:10][CH2:9]2)[CH2:3][CH2:2]1.C(=O)([O-])[O-].[K+].[K+].[F:37][CH:38]([F:40])I. (6) Given the product [O:15]1[C:14]2[CH:18]=[CH:19][C:11]([C:9](=[O:10])[C:8]([NH:4][CH2:3][CH2:1][OH:2])=[O:7])=[CH:12][C:13]=2[O:17][CH2:16]1, predict the reactants needed to synthesize it. The reactants are: [CH2:1]([CH2:3][NH2:4])[OH:2].C([O:7][C:8](=O)[C:9]([C:11]1[CH:19]=[CH:18][C:14]2[O:15][CH2:16][O:17][C:13]=2[CH:12]=1)=[O:10])C. (7) Given the product [CH:1]([N:4]1[CH2:9][CH2:8][N:7]([C:10]([C:12]2[CH:19]=[CH:18][C:15]([CH2:16][N:20]3[CH2:25][CH2:24][O:23][CH2:22][CH2:21]3)=[CH:14][CH:13]=2)=[O:11])[CH2:6][CH2:5]1)([CH3:3])[CH3:2], predict the reactants needed to synthesize it. The reactants are: [CH:1]([N:4]1[CH2:9][CH2:8][N:7]([C:10]([C:12]2[CH:19]=[CH:18][C:15]([CH:16]=O)=[CH:14][CH:13]=2)=[O:11])[CH2:6][CH2:5]1)([CH3:3])[CH3:2].[NH:20]1[CH2:25][CH2:24][O:23][CH2:22][CH2:21]1.[BH-](OC(C)=O)(OC(C)=O)OC(C)=O.[Na+].[OH-].[Na+].